This data is from Reaction yield outcomes from USPTO patents with 853,638 reactions. The task is: Predict the reaction yield, written as a fraction of the theoretical maximum amount of product (1.0 means a 100% yield; for example, 0.34 means a 34% yield). (1) The reactants are [NH2:1][C:2]1[CH:6]=[C:5]([S:7][CH3:8])[S:4][C:3]=1[C:9]([O:11]CC)=O.[CH:14]([NH2:16])=O. No catalyst specified. The product is [CH3:8][S:7][C:5]1[S:4][C:3]2[C:9](=[O:11])[NH:16][CH:14]=[N:1][C:2]=2[CH:6]=1. The yield is 0.610. (2) The reactants are F[B-](F)(F)F.F[B-](F)(F)F.ClC[N+]12CC[N+]([F:21])(CC1)CC2.[C:22]([O:26][C:27](=[O:44])[C:28]1[C:33]([NH:34][C:35]2[CH:40]=[CH:39][C:38]([Br:41])=[CH:37][C:36]=2[Cl:42])=[CH:32][C:31]([NH2:43])=[N:30][CH:29]=1)([CH3:25])([CH3:24])[CH3:23].CO. The catalyst is CCOC(C)=O.O. The product is [C:22]([O:26][C:27](=[O:44])[C:28]1[C:33]([NH:34][C:35]2[CH:40]=[CH:39][C:38]([Br:41])=[CH:37][C:36]=2[Cl:42])=[C:32]([F:21])[C:31]([NH2:43])=[N:30][CH:29]=1)([CH3:25])([CH3:23])[CH3:24]. The yield is 0.0700. (3) The reactants are [OH:1][CH2:2][CH2:3][NH:4][C:5]([C:7]1[CH:12]=[CH:11][CH:10]=[C:9](Br)[N:8]=1)=[O:6].[CH3:14][O:15][C:16]1[CH:17]=[C:18](B(O)O)[CH:19]=[CH:20][C:21]=1[O:22][CH3:23].C(O)C.C([O-])([O-])=O.[Na+].[Na+]. The catalyst is COCCOC.[Pd].[Pd].C(=CC(C=CC1C=CC=CC=1)=O)C1C=CC=CC=1.C(=CC(C=CC1C=CC=CC=1)=O)C1C=CC=CC=1.C(=CC(C=CC1C=CC=CC=1)=O)C1C=CC=CC=1. The product is [OH:1][CH2:2][CH2:3][NH:4][C:5]([C:7]1[CH:12]=[CH:11][CH:10]=[C:9]([C:19]2[CH:18]=[CH:17][C:16]([O:15][CH3:14])=[C:21]([O:22][CH3:23])[CH:20]=2)[N:8]=1)=[O:6]. The yield is 0.690. (4) The reactants are Cl.[NH2:2][CH:3]1[CH2:9][CH:8]2[N:10]([C:11]3[C:20]4[C:15](=[CH:16][CH:17]=[CH:18][CH:19]=4)[C:14]([C:21]#[N:22])=[CH:13][CH:12]=3)[CH:5]([CH2:6][CH2:7]2)[CH2:4]1.[Cl:23][CH2:24][CH2:25][C:26](Cl)=[O:27].CCN(C(C)C)C(C)C. The catalyst is CN(C=O)C. The product is [Cl:23][CH2:24][CH2:25][C:26]([NH:2][CH:3]1[CH2:4][CH:5]2[N:10]([C:11]3[C:20]4[C:15](=[CH:16][CH:17]=[CH:18][CH:19]=4)[C:14]([C:21]#[N:22])=[CH:13][CH:12]=3)[CH:8]([CH2:7][CH2:6]2)[CH2:9]1)=[O:27]. The yield is 0.750.